Dataset: Experimentally validated miRNA-target interactions with 360,000+ pairs, plus equal number of negative samples. Task: Binary Classification. Given a miRNA mature sequence and a target amino acid sequence, predict their likelihood of interaction. (1) The miRNA is hsa-miR-1224-3p with sequence CCCCACCUCCUCUCUCCUCAG. The protein sequence of the target gene is MGSAGLSRLHGLFAVYKPPGLKWKHLRDTVELQLLKGLNARKPPAPKQRVRFLLGPMEGSEEKELTLTATSVPSFINHPLVCGPAFAHLKVGVGHRLDAQASGVLVLGVGHGCRLLTDMYNAHLTKDYTVRGLLGKATDDFREDGRLVEKTTYDHVTREKLDRILAVIQGSHQKALVMYSNLDLKTQEAYEMAVRGLIRPMNKSPMLITGIRCLYFAPPEFLLEVQCMHETQKELRKLVHEIGLELKTTAVCTQVRRTRDGFFTLDSALLRTQWDLTNIQDAIRAATPQVAAELEKSLSP.... Result: 1 (interaction). (2) Result: 0 (no interaction). The miRNA is rno-miR-218a-5p with sequence UUGUGCUUGAUCUAACCAUGU. The protein sequence of the target gene is MDMLDPGLDPASSATAAAAASHDKGPEAEEGVELQEGGDGPGAEEQTAVAIASVQQAAFGDHNIQYQFRTESNGGQVTYRVVQVTDGQLDGQGDAAGAVSVVSTAAFAGGQQAVTQVGVDGAAQRPGPAAASVPTGPAAPFPLAVIQNPFSNGGSPAAEAVSGEARFAYFPASSVGDTTAVSVQTTDQSLQAGGQFYVMMTPQDVLQTGTQRTIAPRTHPYSPKIDGTRTPRDERRRAQHNEVERRRRDKINNWIVQLSKIIPDCHADNSKTGASKGGILSKACDYIRELRQTNQRMQET.... (3) The miRNA is mmu-miR-466d-5p with sequence UGUGUGUGCGUACAUGUACAUG. The protein sequence of the target gene is MSHRTSSAFRAERSFRSSSSSSSSSSSSASRALPAQDPPMEKALSMFSDDFGSFMLPHSEPLAFPARPGGQGNIKTLGDAYEFTVDMRDFSPEDIIVTTFNNHIEVRAEKLAADGTVMNTFAHKCQLPEDVDPTSVTSALREDGSLTIRARRHPHTEHVQQTFRTEIKI. Result: 1 (interaction). (4) The miRNA is hsa-miR-4748 with sequence GAGGUUUGGGGAGGAUUUGCU. The protein sequence of the target gene is MSATGPISNYYVDSLISHDNEDLLASRFPATGAHPAAARPSGLVPDCSDFPSCSFAPKPAVFSTSWAPVPSQSSVVYHPYGPQPHLGADTRYMRTWLEPLSGAVSFPSFPAGGRHYALKPDAYPGRRADCGPGEGRSYPDYMYGSPGELRDRAPQTLPSPEADALAGSKHKEEKADLDPSNPVANWIHARSTRKKRCPYTKYQTLELEKEFLFNMYLTRDRRYEVARVLNLTERQVKIWFQNRRMKMKKMNKEKTDKEQS. Result: 0 (no interaction). (5) The miRNA is hsa-miR-1273h-5p with sequence CUGGGAGGUCAAGGCUGCAGU. The protein sequence of the target gene is MKIFSESHKTVFVVDHCPYMAESCRQHVEFDMLVKNRTQGIIPLAPISKSLWTCSVESSMEYCRIMYDIFPFKKLVNFIVSDSGAHVLNSWTQEDQNLQELMAALAAVGPPNPRADPECCSILHGLVAAVETLCKITEYQHEARTLLMENAERVGNRGRIICITNAKSDSHVRMLEDCVQETIHEHNKLAANSDHLMQIQKCELVLIHTYPVGEDSLVSDRSKKELSPVLTSEVHSVRAGRHLATKLNILVQQHFDLASTTITNIPMKEEQHANTSANYDVELLHHKDAHVDFLKSGDSH.... Result: 1 (interaction). (6) The miRNA is hsa-miR-4315 with sequence CCGCUUUCUGAGCUGGAC. The protein sequence of the target gene is MSYFLSYCKAHGGALLTGYQALRAEGFLCDVTLETEGSEFPAHRSLLACSSDYFRALFKSHTQESRARVIHLHVPSAAGLQRLLDFIYTAWLSLSMDTVEDTLEAASYLQVTEALGLCGRYLERQLAPENCCFAANVAARFGLAHTLDAAERCIVSHLQELLARGAGPAGLLELNPTSLRAVLGAPDVARVPEARLLGLALAWLRQEPTTERLAHCTELLERVRFGLVPADVLRRVYSGSGLVLPARVKGLIIQALNYHTTPSRQPLMQGEQTSIRSPQTRILLVGGRRAREVVIEEVAA.... Result: 0 (no interaction). (7) The miRNA is hsa-miR-4713-3p with sequence UGGGAUCCAGACAGUGGGAGAA. The protein sequence of the target gene is MMSNSSSEIDVIKTRIPTYDEDDNTILYAYETKPEFVNKEPNIVSDASCNTEEQLKTVDDVLIHCQVIYDALQNLDKKIDVIRRKVSKIQRFHARSLWTNHKRYGYKKHSYRLVKKLKLQKMKKNEVYETFSYPESYSPTLPVSRRENNSPSNLPRPSFCMEEYQRAELEEDPILSRTPSPVHPSDFSEHNCQPYYASDGATYGSSSGLCLGNPRADSIHNTYSTDHASAAPPSVTRSPVENDGYIEEGSITKHPSTWSVEAVVLFLKQTDPLALCPLVDLFRSHEIDGKALLLLTSDVL.... Result: 0 (no interaction). (8) The miRNA is hsa-miR-642b-5p with sequence GGUUCCCUCUCCAAAUGUGUCU. The protein sequence of the target gene is MAAVGRVGSFGSSPPGLSSTYTGGPLGNEIASGNGGAAAGDDEDGQNLWSCILSEVSTRSRSKLPAGKNVLLLGEDGAGKTSLIRKIQGIEEYKKGRGLEYLYLNVHDEDRDDQTRCNVWILDGDLYHKGLLKFSLDAVSLKDTLVMLVVDMSKPWTALDSLQKWASVVREHVDKLKIPPEEMKQMEQKLIRDFQEYVEPGEDFPASPQRRNTASQEDKDDSVVLPLGADTLTHNLGIPVLVVCTKCDAISVLEKEHDYRDEHFDFIQSHIRKFCLQYGAALIYTSVKENKNIDLVYKYI.... Result: 0 (no interaction).